Dataset: Forward reaction prediction with 1.9M reactions from USPTO patents (1976-2016). Task: Predict the product of the given reaction. (1) Given the reactants [OH:1][CH:2]1[CH2:7][CH2:6][N:5]([C:8]([O:10][C:11]([CH3:14])([CH3:13])[CH3:12])=[O:9])[CH2:4][CH2:3]1.[F:15][C:16]1[CH:17]=[CH:18][C:19](O)=[N:20][CH:21]=1.C(OC(N=NC(OC(C)C)=O)=O)(C)C.C1(P(C2C=CC=CC=2)C2C=CC=CC=2)C=CC=CC=1, predict the reaction product. The product is: [F:15][C:16]1[CH:17]=[CH:18][C:19]([O:1][CH:2]2[CH2:3][CH2:4][N:5]([C:8]([O:10][C:11]([CH3:14])([CH3:13])[CH3:12])=[O:9])[CH2:6][CH2:7]2)=[N:20][CH:21]=1. (2) The product is: [CH2:1]([O:3][C:4]([N:6]1[CH:15]2[CH:10]([C:11]([C:16]#[C:17][C:24]3[CH:29]=[CH:28][CH:27]=[C:26]([Cl:30])[CH:25]=3)([OH:22])[CH2:12][CH2:13][CH2:14]2)[CH2:9][CH2:8][CH2:7]1)=[O:5])[CH3:2]. Given the reactants [CH2:1]([O:3][C:4]([N:6]1[CH:15]2[CH:10]([C:11]([OH:22])([C:16]#[C:17][Si](C)(C)C)[CH2:12][CH2:13][CH2:14]2)[CH2:9][CH2:8][CH2:7]1)=[O:5])[CH3:2].Br[C:24]1[CH:29]=[CH:28][CH:27]=[C:26]([Cl:30])[CH:25]=1.C1(P(C2C=CC=CC=2)C2C=CC=CC=2)C=CC=CC=1.C(=O)([O-])[O-].[K+].[K+], predict the reaction product. (3) Given the reactants [CH3:1][C:2]1([CH3:10])[C:6](=O)[CH2:5][C:4]([CH3:9])([CH3:8])[O:3]1.[CH3:11][CH:12]([CH3:15])[CH2:13][NH2:14].[S-:16][C:17]#[N:18].[K+].II, predict the reaction product. The product is: [CH2:13]([N:14]1[C:5]2[C:4]([CH3:9])([CH3:8])[O:3][C:2]([CH3:10])([CH3:1])[C:6]=2[S:16][C:17]1=[NH:18])[CH:12]([CH3:15])[CH3:11]. (4) Given the reactants [Cl:1][C:2]1[CH:10]=[CH:9][C:8]([N+:11]([O-:13])=[O:12])=[CH:7][C:3]=1[C:4]([OH:6])=[O:5].S(=O)(=O)(O)O.O.[CH3:20]O, predict the reaction product. The product is: [Cl:1][C:2]1[CH:10]=[CH:9][C:8]([N+:11]([O-:13])=[O:12])=[CH:7][C:3]=1[C:4]([O:6][CH3:20])=[O:5]. (5) Given the reactants [F:1][C:2]1[CH:10]=[C:9]([C:11]2[CH:12]=[N:13][C:14]3[N:15]([C:17]([CH2:20][C:21]4[CH:22]=[C:23]5[C:28](=[CH:29][CH:30]=4)[N:27]=[CH:26][CH:25]=[CH:24]5)=[CH:18][N:19]=3)[N:16]=2)[CH:8]=[CH:7][C:3]=1[C:4](O)=[O:5].F[P-](F)(F)(F)(F)F.[N:38]1(O[P+](N2CCCC2)(N2CCCC2)N2CCCC2)[C:42]2C=CC=CC=2N=N1.CN.C1COCC1.C(N(CC)CC)C, predict the reaction product. The product is: [F:1][C:2]1[CH:10]=[C:9]([C:11]2[CH:12]=[N:13][C:14]3[N:15]([C:17]([CH2:20][C:21]4[CH:22]=[C:23]5[C:28](=[CH:29][CH:30]=4)[N:27]=[CH:26][CH:25]=[CH:24]5)=[CH:18][N:19]=3)[N:16]=2)[CH:8]=[CH:7][C:3]=1[C:4]([NH:38][CH3:42])=[O:5]. (6) Given the reactants C(OC(=O)[NH:7][C@H:8]1[CH2:13][C@@H:12]([C:14]2[CH:19]=[CH:18][CH:17]=[CH:16][CH:15]=2)[C@@H:11]([CH3:20])[N:10]([CH2:21][CH2:22][C:23]([F:26])([F:25])[F:24])[C:9]1=[O:27])(C)(C)C, predict the reaction product. The product is: [NH2:7][C@H:8]1[CH2:13][C@@H:12]([C:14]2[CH:19]=[CH:18][CH:17]=[CH:16][CH:15]=2)[C@@H:11]([CH3:20])[N:10]([CH2:21][CH2:22][C:23]([F:24])([F:25])[F:26])[C:9]1=[O:27]. (7) The product is: [OH:16][C:9]1[C:10]2[NH:11][C:12](=[O:15])[S:13][C:14]=2[C:6]([C@@H:4]([OH:5])[CH2:3][NH:2][CH2:35][CH2:34][CH:31]2[CH2:30][CH2:29][N:28]([CH2:27][CH2:26][O:25][CH2:17][CH2:18][C:19]3[CH:20]=[CH:21][CH:22]=[CH:23][CH:24]=3)[CH2:33][CH2:32]2)=[CH:7][CH:8]=1. Given the reactants Cl.[NH2:2][CH2:3][C@@H:4]([C:6]1[C:14]2[S:13][C:12](=[O:15])[NH:11][C:10]=2[C:9]([OH:16])=[CH:8][CH:7]=1)[OH:5].[CH2:17]([O:25][CH2:26][CH2:27][N:28]1[CH2:33][CH2:32][CH:31]([CH2:34][CH:35]=O)[CH2:30][CH2:29]1)[CH2:18][C:19]1[CH:24]=[CH:23][CH:22]=[CH:21][CH:20]=1, predict the reaction product. (8) Given the reactants [CH3:1][N:2]1[C:6]([CH3:7])=[CH:5][C:4]([NH:8][C:9]2[N:14]=[C:13]([NH:15][CH:16]3[CH2:21][CH2:20][N:19](C(OC(C)(C)C)=O)[CH2:18][CH:17]3[CH2:29][CH3:30])[CH:12]=[CH:11][N:10]=2)=[N:3]1.Cl.CCOC(C)=O, predict the reaction product. The product is: [CH3:1][N:2]1[C:6]([CH3:7])=[CH:5][C:4]([NH:8][C:9]2[N:14]=[C:13]([NH:15][CH:16]3[CH2:21][CH2:20][NH:19][CH2:18][CH:17]3[CH2:29][CH3:30])[CH:12]=[CH:11][N:10]=2)=[N:3]1. (9) Given the reactants [Br:1][C:2]1[NH:3][C:4]([Br:8])=[C:5]([Br:7])[N:6]=1.[H-].[Na+].[CH3:11][Si:12]([CH2:15][CH2:16][O:17][CH2:18]Cl)([CH3:14])[CH3:13], predict the reaction product. The product is: [Br:1][C:2]1[N:3]([CH2:18][O:17][CH2:16][CH2:15][Si:12]([CH3:14])([CH3:13])[CH3:11])[C:4]([Br:8])=[C:5]([Br:7])[N:6]=1.